Dataset: Forward reaction prediction with 1.9M reactions from USPTO patents (1976-2016). Task: Predict the product of the given reaction. Given the reactants [CH2:1]([S:3][C:4]1[CH:11]=[CH:10][C:9]([CH3:12])=[CH:8][C:5]=1[C:6]#[N:7])[CH3:2].ClC1C=CC(SCC)=C(C=1)CN, predict the reaction product. The product is: [CH2:1]([S:3][C:4]1[CH:11]=[CH:10][C:9]([CH3:12])=[CH:8][C:5]=1[CH2:6][NH2:7])[CH3:2].